Predict the reaction yield, written as a fraction of the theoretical maximum amount of product (1.0 means a 100% yield; for example, 0.34 means a 34% yield). From a dataset of Reaction yield outcomes from USPTO patents with 853,638 reactions. The reactants are [Cl:1][C:2]1[CH:3]=[C:4]([N:9]2[C@H:16]3[C@H:11]([CH2:12][CH2:13][NH:14][CH2:15]3)[CH2:10]2)[CH:5]=[N:6][C:7]=1[Cl:8].O.[CH3:18][C:19]1[CH:24]=[CH:23][C:22]([S:25]([OH:28])(=[O:27])=[O:26])=[CH:21][CH:20]=1. No catalyst specified. The product is [CH3:18][C:19]1[CH:20]=[CH:21][C:22]([S:25]([OH:28])(=[O:27])=[O:26])=[CH:23][CH:24]=1.[Cl:1][C:2]1[CH:3]=[C:4]([N:9]2[C@H:16]3[C@H:11]([CH2:12][CH2:13][NH:14][CH2:15]3)[CH2:10]2)[CH:5]=[N:6][C:7]=1[Cl:8]. The yield is 0.770.